From a dataset of Full USPTO retrosynthesis dataset with 1.9M reactions from patents (1976-2016). Predict the reactants needed to synthesize the given product. (1) Given the product [CH:1]1([C:5]2[C:28]([CH:29]3[CH2:30][CH2:31]3)=[CH:27][C:8]([CH2:9][N:10]3[CH2:15][CH2:14][CH:13]([N:16]4[CH:21]=[CH:20][C:19]([C:22]([OH:24])=[O:23])=[CH:18][C:17]4=[O:26])[CH2:12][CH2:11]3)=[C:7]([O:32][CH2:33][CH3:34])[CH:6]=2)[CH2:2][CH2:3][CH2:4]1, predict the reactants needed to synthesize it. The reactants are: [CH:1]1([C:5]2[C:28]([CH:29]3[CH2:31][CH2:30]3)=[CH:27][C:8]([CH2:9][N:10]3[CH2:15][CH2:14][CH:13]([N:16]4[CH:21]=[CH:20][C:19]([C:22]([O:24]C)=[O:23])=[CH:18][C:17]4=[O:26])[CH2:12][CH2:11]3)=[C:7]([O:32][CH2:33][CH3:34])[CH:6]=2)[CH2:4][CH2:3][CH2:2]1.[OH-].[Na+].Cl. (2) Given the product [NH2:18][C:15]1[CH:16]=[C:17]2[C:12]([CH2:11][CH2:10][CH:9]2[NH:8][C:5]2[CH:4]=[CH:3][C:2]([F:1])=[CH:7][CH:6]=2)=[CH:13][C:14]=1[NH:21][C:22](=[O:26])[O:23][CH2:24][CH3:25], predict the reactants needed to synthesize it. The reactants are: [F:1][C:2]1[CH:7]=[CH:6][C:5]([NH:8][CH:9]2[C:17]3[C:12](=[CH:13][C:14]([NH:21][C:22](=[O:26])[O:23][CH2:24][CH3:25])=[C:15]([N+:18]([O-])=O)[CH:16]=3)[CH2:11][CH2:10]2)=[CH:4][CH:3]=1.